From a dataset of Full USPTO retrosynthesis dataset with 1.9M reactions from patents (1976-2016). Predict the reactants needed to synthesize the given product. (1) Given the product [CH:43]([C:41]1[N:42]=[C:38]([C:35]2[CH:34]=[C:33]([O:1][CH2:2][CH2:3][C@@H:4]3[NH:18][C:17](=[O:19])[N:16]([CH3:20])[CH2:15][CH2:14][CH2:13][CH2:12][CH:11]=[CH:10][C@H:9]4[C@@:7]([C:21]([O:23][CH2:24][CH3:25])=[O:22])([CH2:8]4)[NH:6][C:5]3=[O:26])[C:32]3[C:37](=[C:28]([Br:27])[C:29]([O:47][CH3:48])=[CH:30][CH:31]=3)[N:36]=2)[S:39][CH:40]=1)([CH3:45])[CH3:44], predict the reactants needed to synthesize it. The reactants are: [OH:1][CH2:2][CH2:3][C@@H:4]1[NH:18][C:17](=[O:19])[N:16]([CH3:20])[CH2:15][CH2:14][CH2:13][CH2:12][CH:11]=[CH:10][C@H:9]2[C@@:7]([C:21]([O:23][CH2:24][CH3:25])=[O:22])([CH2:8]2)[NH:6][C:5]1=[O:26].[Br:27][C:28]1[C:29]([O:47][CH3:48])=[CH:30][CH:31]=[C:32]2[C:37]=1[N:36]=[C:35]([C:38]1[S:39][CH:40]=[C:41]([CH:43]([CH3:45])[CH3:44])[N:42]=1)[CH:34]=[C:33]2O.C(C1N=C(C2C=C(OCC[C@@H]3NC(=O)N(C)CCCCC=C[C@H]4[C@@](C(OCC)=O)(C4)NC3=O)C3C(=C(C)C(OC)=CC=3)N=2)SC=1)(C)C. (2) Given the product [C:17]([N:19]([CH2:3][C:4]1[CH:5]=[C:6]([CH:9]=[CH:10][CH:11]=1)[CH2:7][OH:8])[C:20]([NH2:33])=[N:23][C:24]([O:26][C:27]([CH3:30])([CH3:29])[CH3:28])=[O:25])([O:16][C:12]([CH3:15])([CH3:14])[CH3:13])=[O:18], predict the reactants needed to synthesize it. The reactants are: NC[CH2:3][C:4]1[CH:5]=[C:6]([CH:9]=[CH:10][CH:11]=1)[CH2:7][OH:8].[C:12]([O:16][C:17]([NH:19][C:20](=[N:23][C:24]([O:26][C:27]([CH3:30])([CH3:29])[CH3:28])=[O:25])SC)=[O:18])([CH3:15])([CH3:14])[CH3:13].C([N:33](CC)CC)C.C(OCC)(=O)C. (3) Given the product [F:1][C:2]1[CH:3]=[CH:4][C:5]([C:8]([CH3:13])([CH3:12])[C:9]([N:15]([CH3:14])[C@H:16]2[CH2:35][N:20]3[C:21]4[C:26]([C:27]([CH2:28][C:29]([OH:31])=[O:30])=[C:19]3[CH2:18][CH2:17]2)=[CH:25][CH:24]=[CH:23][CH:22]=4)=[O:11])=[CH:6][CH:7]=1, predict the reactants needed to synthesize it. The reactants are: [F:1][C:2]1[CH:7]=[CH:6][C:5]([C:8]([CH3:13])([CH3:12])[C:9]([OH:11])=O)=[CH:4][CH:3]=1.[CH3:14][NH:15][C@H:16]1[CH2:35][N:20]2[C:21]3[C:26]([C:27]([CH2:28][C:29]([O:31]CCC)=[O:30])=[C:19]2[CH2:18][CH2:17]1)=[CH:25][CH:24]=[CH:23][CH:22]=3.